This data is from Reaction yield outcomes from USPTO patents with 853,638 reactions. The task is: Predict the reaction yield, written as a fraction of the theoretical maximum amount of product (1.0 means a 100% yield; for example, 0.34 means a 34% yield). The reactants are [NH2:1][C:2]1[CH:3]=[C:4]([OH:12])[C:5](=[CH:10][CH:11]=1)[C:6]([O:8][CH3:9])=[O:7].[Cl:13][C:14]1[S:15][C:16]([Cl:24])=[C:17]([Cl:23])[C:18]=1[S:19](Cl)(=[O:21])=[O:20].N1C=CC=CC=1. The catalyst is CC#N.C1(C)C=CC=CC=1. The product is [OH:12][C:4]1[CH:3]=[C:2]([NH:1][S:19]([C:18]2[C:17]([Cl:23])=[C:16]([Cl:24])[S:15][C:14]=2[Cl:13])(=[O:21])=[O:20])[CH:11]=[CH:10][C:5]=1[C:6]([O:8][CH3:9])=[O:7]. The yield is 0.390.